This data is from Forward reaction prediction with 1.9M reactions from USPTO patents (1976-2016). The task is: Predict the product of the given reaction. (1) The product is: [Cl:6][C:7]1[C:8]([CH2:17][O:18][CH:19]2[CH2:20][CH2:21][CH:22]([C:25]([F:27])([F:26])[F:28])[CH2:23][CH2:24]2)=[CH:9][C:10]2[O:14][N:13]=[C:12]([NH:15][S:2]([CH3:1])(=[O:4])=[O:3])[C:11]=2[CH:16]=1. Given the reactants [CH3:1][S:2](Cl)(=[O:4])=[O:3].[Cl:6][C:7]1[C:8]([CH2:17][O:18][CH:19]2[CH2:24][CH2:23][CH:22]([C:25]([F:28])([F:27])[F:26])[CH2:21][CH2:20]2)=[CH:9][C:10]2[O:14][N:13]=[C:12]([NH2:15])[C:11]=2[CH:16]=1.C(N(CC)CC)C, predict the reaction product. (2) The product is: [CH:36]([C:3]1[CH:4]=[CH:5][C:6]2[C:7]3[C:29](=[CH:30][CH:31]=[CH:9][CH:8]=3)[CH2:15][C:14]=2[C:13]=1[CH:12]=[CH2:11])=[CH2:37]. Given the reactants C([C:3]([CH2:36][CH3:37])(P([O-])([O-])=O)[C:4]1C=[CH:15][C:14]2[C:13]3[C:8](=[CH:9]C(C(CC)(CC)P([O-])([O-])=O)=[CH:11][CH:12]=3)[C:7]([CH2:29][CH2:30][CH3:31])(CCC)[C:6]=2[CH:5]=1)C.C1OC2C=CC(C=O)=CC=2O1.[OH-].[K+], predict the reaction product. (3) The product is: [NH2:27][CH:9]1[CH:8]([CH2:1][C:2]2[CH:7]=[CH:6][CH:5]=[CH:4][CH:3]=2)[C:17]2[CH:16]=[C:15]([CH2:18][NH:19][S:20]([CH:23]3[CH2:26][CH2:25][CH2:24]3)(=[O:22])=[O:21])[CH:14]=[CH:13][C:12]=2[CH2:11][CH2:10]1. Given the reactants [CH2:1]([CH:8]1[C:17]2[C:12](=[CH:13][CH:14]=[C:15]([CH2:18][NH:19][S:20]([CH:23]3[CH2:26][CH2:25][CH2:24]3)(=[O:22])=[O:21])[CH:16]=2)[CH2:11][CH2:10][CH:9]1[NH:27]C(=O)OC(C)(C)C)[C:2]1[CH:7]=[CH:6][CH:5]=[CH:4][CH:3]=1.FC(F)(F)C(O)=O, predict the reaction product. (4) Given the reactants [NH:1]1[CH2:6][CH2:5][O:4][CH2:3][CH2:2]1.Cl.C(N=C=NCCCN(C)C)C.[CH3:19][O:20][C:21]1[C:22](=[O:45])[C:23]([CH3:44])=[C:24]([CH2:30][C:31]2[C:32]([O:40][C:41](=[O:43])[CH3:42])=[C:33]([CH:37]=[CH:38][CH:39]=2)[C:34](O)=[O:35])[C:25](=[O:29])[C:26]=1[O:27][CH3:28], predict the reaction product. The product is: [CH3:19][O:20][C:21]1[C:22](=[O:45])[C:23]([CH3:44])=[C:24]([CH2:30][C:31]2[C:32]([O:40][C:41](=[O:43])[CH3:42])=[C:33]([CH:37]=[CH:38][CH:39]=2)[C:34]([N:1]2[CH2:6][CH2:5][O:4][CH2:3][CH2:2]2)=[O:35])[C:25](=[O:29])[C:26]=1[O:27][CH3:28]. (5) The product is: [Cl:11][C:12]1[CH:17]=[CH:16][CH:15]=[CH:14][C:13]=1[C:18]1[N:22]([C:23]2[CH:24]=[N:25][C:26]([C:29]3[CH:34]=[CH:33][CH:32]=[C:31]([S:35]([CH3:38])(=[O:37])=[O:36])[CH:30]=3)=[CH:27][CH:28]=2)[N:21]=[C:20]([C:39](=[O:40])[CH3:1])[CH:19]=1. Given the reactants [CH3:1]NCCNC.C[Al](C)C.[Cl:11][C:12]1[CH:17]=[CH:16][CH:15]=[CH:14][C:13]=1[C:18]1[N:22]([C:23]2[CH:24]=[N:25][C:26]([C:29]3[CH:34]=[CH:33][CH:32]=[C:31]([S:35]([CH3:38])(=[O:37])=[O:36])[CH:30]=3)=[CH:27][CH:28]=2)[N:21]=[C:20]([C:39](OC)=[O:40])[CH:19]=1, predict the reaction product. (6) Given the reactants Cl[CH2:2][CH2:3][CH2:4][O:5][C:6]1[CH:15]=[C:14]2[C:9]([C:10]([O:16][C:17]3[CH:22]=[CH:21][C:20]([CH3:23])=[CH:19][C:18]=3[C:24]([C:26]3[CH:31]=[CH:30][CH:29]=[CH:28][CH:27]=3)=[O:25])=[CH:11][CH:12]=[N:13]2)=[CH:8][C:7]=1[O:32][CH3:33].[C:34](=[O:37])([O-])[O-].[K+].[K+].O.[CH3:41][N:42](C)C=O, predict the reaction product. The product is: [OH:37][CH2:34][CH2:41][NH:42][CH2:2][CH2:3][CH2:4][O:5][C:6]1[CH:15]=[C:14]2[C:9]([C:10]([O:16][C:17]3[CH:22]=[CH:21][C:20]([CH3:23])=[CH:19][C:18]=3[C:24]([C:26]3[CH:31]=[CH:30][CH:29]=[CH:28][CH:27]=3)=[O:25])=[CH:11][CH:12]=[N:13]2)=[CH:8][C:7]=1[O:32][CH3:33].